From a dataset of Forward reaction prediction with 1.9M reactions from USPTO patents (1976-2016). Predict the product of the given reaction. (1) Given the reactants [C:1]([C:5]1[CH:6]=[C:7]([C:13]2[N:17]([CH2:18][CH:19]3[CH2:24][CH2:23][CH2:22][CH2:21][CH2:20]3)[N:16]=[C:15]([C:25]([O:27]C)=O)[N:14]=2)[CH:8]=[C:9]([CH3:12])[C:10]=1[OH:11])([CH3:4])([CH3:3])[CH3:2].[NH3:29].CO, predict the reaction product. The product is: [C:1]([C:5]1[CH:6]=[C:7]([C:13]2[N:17]([CH2:18][CH:19]3[CH2:24][CH2:23][CH2:22][CH2:21][CH2:20]3)[N:16]=[C:15]([C:25]([NH2:29])=[O:27])[N:14]=2)[CH:8]=[C:9]([CH3:12])[C:10]=1[OH:11])([CH3:3])([CH3:2])[CH3:4]. (2) Given the reactants F[C:2]1[C:3]([N+:24]([O-])=O)=[C:4]([NH:9][CH:10]2[CH2:15][CH2:14][N:13]([C@H:16]3[CH2:21][CH2:20][C@H:19]([O:22][CH3:23])[CH2:18][CH2:17]3)[CH2:12][CH2:11]2)[CH:5]=[C:6]([CH3:8])[CH:7]=1.O.NN, predict the reaction product. The product is: [CH3:8][C:6]1[CH:5]=[C:4]([NH:9][CH:10]2[CH2:11][CH2:12][N:13]([C@H:16]3[CH2:21][CH2:20][C@H:19]([O:22][CH3:23])[CH2:18][CH2:17]3)[CH2:14][CH2:15]2)[C:3]([NH2:24])=[CH:2][CH:7]=1.